Task: Predict the reactants needed to synthesize the given product.. Dataset: Full USPTO retrosynthesis dataset with 1.9M reactions from patents (1976-2016) (1) Given the product [F:18][C:15]1[CH:16]=[CH:17][C:12]([CH:8]([C:5]2[CH:4]=[CH:3][C:2]([F:1])=[CH:7][CH:6]=2)[C:9]([N:20]([CH3:19])[C@H:21]2[CH2:40][N:25]3[C:26]4[C:31]([C:32]([CH2:33][C:34]([OH:36])=[O:35])=[C:24]3[CH2:23][CH2:22]2)=[CH:30][CH:29]=[CH:28][CH:27]=4)=[O:11])=[CH:13][CH:14]=1, predict the reactants needed to synthesize it. The reactants are: [F:1][C:2]1[CH:7]=[CH:6][C:5]([CH:8]([C:12]2[CH:17]=[CH:16][C:15]([F:18])=[CH:14][CH:13]=2)[C:9]([OH:11])=O)=[CH:4][CH:3]=1.[CH3:19][NH:20][C@H:21]1[CH2:40][N:25]2[C:26]3[C:31]([C:32]([CH2:33][C:34]([O:36]CCC)=[O:35])=[C:24]2[CH2:23][CH2:22]1)=[CH:30][CH:29]=[CH:28][CH:27]=3. (2) Given the product [Br:9][C:10]1[CH:15]=[CH:14][C:13]([S:16][C:5]2[CH:6]=[CH:7][C:2]([Cl:1])=[N:3][CH:4]=2)=[CH:12][CH:11]=1, predict the reactants needed to synthesize it. The reactants are: [Cl:1][C:2]1[CH:7]=[CH:6][C:5](I)=[CH:4][N:3]=1.[Br:9][C:10]1[CH:15]=[CH:14][C:13]([SH:16])=[CH:12][CH:11]=1.C(=O)([O-])[O-].[K+].[K+].C(O)CO. (3) Given the product [C:3]([O:7][C:8]([N:10]1[CH2:14][CH2:13][C:12]([CH2:26][C:27]2[CH:28]=[CH:29][CH:30]=[CH:31][CH:32]=2)([C:15]([C:17]2[CH:18]=[C:19]3[C:23](=[CH:24][CH:25]=2)[N:22]([CH3:33])[CH:21]=[CH:20]3)=[O:16])[CH2:11]1)=[O:9])([CH3:6])([CH3:4])[CH3:5], predict the reactants needed to synthesize it. The reactants are: [H-].[Na+].[C:3]([O:7][C:8]([N:10]1[CH2:14][CH2:13][C:12]([CH2:26][C:27]2[CH:32]=[CH:31][CH:30]=[CH:29][CH:28]=2)([C:15]([C:17]2[CH:18]=[C:19]3[C:23](=[CH:24][CH:25]=2)[NH:22][CH:21]=[CH:20]3)=[O:16])[CH2:11]1)=[O:9])([CH3:6])([CH3:5])[CH3:4].[CH3:33]I.